From a dataset of Full USPTO retrosynthesis dataset with 1.9M reactions from patents (1976-2016). Predict the reactants needed to synthesize the given product. (1) Given the product [Br:1][C:2]1[CH:9]=[CH:8][C:5]([CH2:6][N:15]([CH2:14][CH2:13][O:12][CH3:10])[CH2:16][CH3:17])=[CH:4][CH:3]=1, predict the reactants needed to synthesize it. The reactants are: [Br:1][C:2]1[CH:9]=[CH:8][C:5]([CH2:6]Br)=[CH:4][CH:3]=1.[CH2:10]([O:12][CH2:13][CH2:14][NH:15][CH2:16][CH3:17])C. (2) Given the product [I:21][C:9]1[CH:11]=[CH:12][C:13]([O:15][C:16]([F:19])([F:18])[F:17])=[CH:14][C:8]=1[N+:5]([O-:7])=[O:6], predict the reactants needed to synthesize it. The reactants are: N([O-])=O.[Na+].[N+:5]([C:8]1[CH:14]=[C:13]([O:15][C:16]([F:19])([F:18])[F:17])[CH:12]=[CH:11][C:9]=1N)([O-:7])=[O:6].Cl.[I-:21].[K+]. (3) Given the product [Br:1][C:2]1[CH:7]=[C:6]2[C:5](=[CH:4][CH:3]=1)[O:21][C:10]([C:11]1[N:12]=[C:13]3[CH:18]=[CH:17][CH:16]=[CH:15][N:14]3[CH:19]=1)=[CH:9][C:8]2=[O:20], predict the reactants needed to synthesize it. The reactants are: [Br:1][C:2]1[CH:3]=[CH:4][C:5]([OH:21])=[C:6]([C:8](=[O:20])/[CH:9]=[CH:10]/[C:11]2[N:12]=[C:13]3[CH:18]=[CH:17][CH:16]=[CH:15][N:14]3[CH:19]=2)[CH:7]=1.II. (4) Given the product [C:20]([O:24][C:25]([N:27]1[CH2:32][CH2:31][CH:30]([C:33]2[S:35][C:9]([C:7]3[CH:6]=[CH:5][N:4]=[C:3]([NH2:2])[CH:8]=3)=[C:10]([C:12]3[CH:17]=[CH:16][CH:15]=[C:14]([Cl:18])[CH:13]=3)[N:34]=2)[CH2:29][CH2:28]1)=[O:26])([CH3:23])([CH3:21])[CH3:22], predict the reactants needed to synthesize it. The reactants are: Br.[NH2:2][C:3]1[CH:8]=[C:7]([CH:9](Br)[C:10]([C:12]2[CH:17]=[CH:16][CH:15]=[C:14]([Cl:18])[CH:13]=2)=O)[CH:6]=[CH:5][N:4]=1.[C:20]([O:24][C:25]([N:27]1[CH2:32][CH2:31][CH:30]([C:33](=[S:35])[NH2:34])[CH2:29][CH2:28]1)=[O:26])([CH3:23])([CH3:22])[CH3:21].C(=O)([O-])O.[Na+]. (5) Given the product [Cl:1][C:2]1[CH:18]=[CH:17][C:5]2[C:6](=[S:20])[C:7]3[CH:14]=[CH:13][C:12]([Cl:15])=[CH:11][C:8]=3[CH2:9][CH2:10][C:4]=2[CH:3]=1, predict the reactants needed to synthesize it. The reactants are: [Cl:1][C:2]1[CH:18]=[CH:17][C:5]2[C:6](=O)[C:7]3[CH:14]=[CH:13][C:12]([Cl:15])=[CH:11][C:8]=3[CH2:9][CH2:10][C:4]=2[CH:3]=1.P12(SP3(SP(SP(S3)(S1)=S)(=S)S2)=S)=[S:20].C[Si](C)(C)O[Si](C)(C)C.